This data is from Forward reaction prediction with 1.9M reactions from USPTO patents (1976-2016). The task is: Predict the product of the given reaction. Given the reactants [OH:1][CH:2]([C:21]1[N:25]([CH3:26])[CH:24]=[N:23][CH:22]=1)[C:3]1[CH:10]=[CH:9][C:6]([C:7]#[N:8])=[C:5]([C:11]2[C:20]3[C:15](=[CH:16][CH:17]=[CH:18][CH:19]=3)[CH:14]=[CH:13][CH:12]=2)[CH:4]=1.CCOC(/N=N/C(OCC)=O)=O.[OH:39][C:40]1[CH:47]=[CH:46][C:43]([C:44]#[N:45])=[CH:42][CH:41]=1.C1(P(C2C=CC=CC=2)C2C=CC=CC=2)C=CC=CC=1, predict the reaction product. The product is: [OH-:1].[NH4+:8].[C:44]([C:43]1[CH:46]=[CH:47][C:40]([O:39][CH:2]([C:21]2[N:25]([CH3:26])[CH:24]=[N:23][CH:22]=2)[C:3]2[CH:10]=[CH:9][C:6]([C:7]#[N:8])=[C:5]([C:11]3[C:20]4[C:15](=[CH:16][CH:17]=[CH:18][CH:19]=4)[CH:14]=[CH:13][CH:12]=3)[CH:4]=2)=[CH:41][CH:42]=1)#[N:45].